Dataset: Peptide-MHC class I binding affinity with 185,985 pairs from IEDB/IMGT. Task: Regression. Given a peptide amino acid sequence and an MHC pseudo amino acid sequence, predict their binding affinity value. This is MHC class I binding data. (1) The peptide sequence is TCDGNTFTY. The MHC is HLA-A01:01 with pseudo-sequence HLA-A01:01. The binding affinity (normalized) is 0.556. (2) The peptide sequence is QPGLTSAVI. The MHC is HLA-B35:01 with pseudo-sequence HLA-B35:01. The binding affinity (normalized) is 0.442. (3) The MHC is Mamu-A01 with pseudo-sequence Mamu-A01. The peptide sequence is ITMSAFLIV. The binding affinity (normalized) is 0.689. (4) The peptide sequence is QLQCHQIAI. The MHC is HLA-A11:01 with pseudo-sequence HLA-A11:01. The binding affinity (normalized) is 0.0847. (5) The peptide sequence is AEQLMSLAA. The MHC is HLA-B44:02 with pseudo-sequence HLA-B44:02. The binding affinity (normalized) is 0.504. (6) The peptide sequence is EEDLPVTWR. The MHC is HLA-A30:01 with pseudo-sequence HLA-A30:01. The binding affinity (normalized) is 0.0847.